From a dataset of Catalyst prediction with 721,799 reactions and 888 catalyst types from USPTO. Predict which catalyst facilitates the given reaction. Product: [CH3:16][O:15][C:12]1[N:11]=[CH:10][C:9]([CH2:8][NH:7][C:17]2[CH:22]=[CH:21][C:20]([CH2:23][C:24]3[C:32]4[C:27](=[N:28][CH:29]=[CH:30][N:31]=4)[NH:26][CH:25]=3)=[CH:19][N:18]=2)=[CH:14][CH:13]=1. The catalyst class is: 10. Reactant: C(OC(=O)[N:7]([C:17]1[CH:22]=[CH:21][C:20]([CH:23](O)[C:24]2[C:32]3[C:27](=[N:28][CH:29]=[CH:30][N:31]=3)[NH:26][CH:25]=2)=[CH:19][N:18]=1)[CH2:8][C:9]1[CH:10]=[N:11][C:12]([O:15][CH3:16])=[CH:13][CH:14]=1)(C)(C)C.C([SiH](CC)CC)C.FC(F)(F)C(O)=O.C(=O)([O-])[O-].[K+].[K+].